This data is from Forward reaction prediction with 1.9M reactions from USPTO patents (1976-2016). The task is: Predict the product of the given reaction. (1) The product is: [Cl:1][C:2]1[CH:3]=[C:4]([B:8]2[C:16]3[CH:15]=[CH:14][CH:19]=[CH:18][C:10]=3[CH2:11][O:12]2)[CH:5]=[CH:6][CH:7]=1. Given the reactants [Cl:1][C:2]1[CH:3]=[C:4]([B:8]2[O:12][CH2:11][CH2:10]O2)[CH:5]=[CH:6][CH:7]=1.Br[C:14]1[CH:19]=[CH:18]C=[CH:16][C:15]=1COCOC, predict the reaction product. (2) Given the reactants [NH2:1][C:2]1[CH:15]=[CH:14][C:13]2[C:4](=[C:5]([NH2:16])[C:6]3[C:11]([N:12]=2)=[CH:10][CH:9]=[CH:8][CH:7]=3)[CH:3]=1.[C:17](OC(=O)C)(=[O:19])[CH3:18], predict the reaction product. The product is: [C:17]([NH:1][C:2]1[CH:15]=[CH:14][C:13]2[C:4](=[C:5]([NH2:16])[C:6]3[C:11]([N:12]=2)=[CH:10][CH:9]=[CH:8][CH:7]=3)[CH:3]=1)(=[O:19])[CH3:18].